This data is from Forward reaction prediction with 1.9M reactions from USPTO patents (1976-2016). The task is: Predict the product of the given reaction. (1) Given the reactants [O:1]1[CH2:5][CH2:4][O:3][CH:2]1[C:6]1[C:11]([N+:12]([O-])=O)=[CH:10][C:9]([F:15])=[CH:8][N:7]=1, predict the reaction product. The product is: [O:1]1[CH2:5][CH2:4][O:3][CH:2]1[C:6]1[C:11]([NH2:12])=[CH:10][C:9]([F:15])=[CH:8][N:7]=1. (2) Given the reactants [H-].[Na+].[CH:3]1([C:9]([O:11]C)=O)[CH2:8][CH2:7][CH2:6][CH2:5][CH2:4]1.[CH3:13][C:14]#[N:15], predict the reaction product. The product is: [CH:3]1([C:9](=[O:11])[CH2:13][C:14]#[N:15])[CH2:4][CH2:5][CH2:6][CH2:7][CH2:8]1. (3) Given the reactants [CH2:1]([N:5]([CH2:32][CH:33]([CH3:35])[CH3:34])[C:6]1[CH:11]=[CH:10][C:9]([C:12]2[CH2:16][CH2:15][CH2:14][C:13]=2[C:17]([O:19]C)=[O:18])=[CH:8][C:7]=1[NH:21][C:22]([NH:24][C:25]1[CH:30]=[CH:29][C:28]([CH3:31])=[CH:27][CH:26]=1)=[O:23])[CH:2]([CH3:4])[CH3:3].[H][H].[OH-].[Na+], predict the reaction product. The product is: [CH2:1]([N:5]([CH2:32][CH:33]([CH3:35])[CH3:34])[C:6]1[CH:11]=[CH:10][C:9]([CH:12]2[CH2:16][CH2:15][CH2:14][CH:13]2[C:17]([OH:19])=[O:18])=[CH:8][C:7]=1[NH:21][C:22]([NH:24][C:25]1[CH:30]=[CH:29][C:28]([CH3:31])=[CH:27][CH:26]=1)=[O:23])[CH:2]([CH3:4])[CH3:3]. (4) Given the reactants [C:1]([C:3]1[CH:4]=[C:5]([CH:20]=[CH:21][CH:22]=1)[CH2:6][N:7]1[CH2:12][CH2:11][N:10]([C:13]2[CH:18]=[CH:17][C:16]([NH2:19])=[CH:15][CH:14]=2)[CH2:9][CH2:8]1)#[N:2].[F:23][C:24]([F:41])([F:40])[C:25]1[CH:30]=[CH:29][C:28]([C:31]2[C:32]([C:37](O)=[O:38])=[CH:33][CH:34]=[CH:35][CH:36]=2)=[CH:27][CH:26]=1.C1C=CC2N(O)N=NC=2C=1.CCN=C=NCCCN(C)C.Cl, predict the reaction product. The product is: [C:1]([C:3]1[CH:4]=[C:5]([CH:20]=[CH:21][CH:22]=1)[CH2:6][N:7]1[CH2:12][CH2:11][N:10]([C:13]2[CH:18]=[CH:17][C:16]([NH:19][C:37]([C:32]3[C:31]([C:28]4[CH:29]=[CH:30][C:25]([C:24]([F:23])([F:40])[F:41])=[CH:26][CH:27]=4)=[CH:36][CH:35]=[CH:34][CH:33]=3)=[O:38])=[CH:15][CH:14]=2)[CH2:9][CH2:8]1)#[N:2].